From a dataset of Peptide-MHC class II binding affinity with 134,281 pairs from IEDB. Regression. Given a peptide amino acid sequence and an MHC pseudo amino acid sequence, predict their binding affinity value. This is MHC class II binding data. (1) The peptide sequence is WIELKESWGAVWRID. The MHC is HLA-DPA10201-DPB11401 with pseudo-sequence HLA-DPA10201-DPB11401. The binding affinity (normalized) is 0.118. (2) The peptide sequence is GELQPVDKIDAAFKI. The MHC is DRB3_0202 with pseudo-sequence DRB3_0202. The binding affinity (normalized) is 0.167. (3) The peptide sequence is RTEQKDFDGRSEFAY. The MHC is DRB1_0901 with pseudo-sequence DRB1_0901. The binding affinity (normalized) is 0.126. (4) The peptide sequence is KAFAEGLSGEPKGGA. The MHC is DRB1_0301 with pseudo-sequence DRB1_0301. The binding affinity (normalized) is 0.